The task is: Predict the reaction yield, written as a fraction of the theoretical maximum amount of product (1.0 means a 100% yield; for example, 0.34 means a 34% yield).. This data is from Reaction yield outcomes from USPTO patents with 853,638 reactions. (1) The reactants are C([O:8][C:9]1[CH:36]=[CH:35][C:12]([CH2:13][N:14]2[C:22]3[C:17](=[CH:18][CH:19]=[CH:20][CH:21]=3)[C:16]3([CH2:26][O:25][C:24]4[CH:27]=[C:28]5[C:32](=[CH:33][C:23]3=4)[CH2:31][CH2:30][O:29]5)[C:15]2=[O:34])=[CH:11][CH:10]=1)C1C=CC=CC=1. The catalyst is [Pd].CO.C(OCC)(=O)C. The product is [OH:8][C:9]1[CH:10]=[CH:11][C:12]([CH2:13][N:14]2[C:22]3[C:17](=[CH:18][CH:19]=[CH:20][CH:21]=3)[C:16]3([CH2:26][O:25][C:24]4[CH:27]=[C:28]5[C:32](=[CH:33][C:23]3=4)[CH2:31][CH2:30][O:29]5)[C:15]2=[O:34])=[CH:35][CH:36]=1. The yield is 0.940. (2) The reactants are Cl.[CH3:2][C:3]1[CH:4]=[CH:5][C:6]([N:9]2[CH:14]=[CH:13][C:12]3=[N:15][C:16]([CH2:18][O:19][C:20]4[CH:25]=[CH:24][CH:23]=[CH:22][CH:21]=4)=[CH:17][N:11]3[C:10]2=[O:26])=[N:7][CH:8]=1.[H][H]. The catalyst is CO.[Ni]. The product is [CH3:2][C:3]1[CH:4]=[CH:5][C:6]([N:9]2[CH2:14][CH2:13][C:12]3=[N:15][C:16]([CH2:18][O:19][C:20]4[CH:21]=[CH:22][CH:23]=[CH:24][CH:25]=4)=[CH:17][N:11]3[C:10]2=[O:26])=[N:7][CH:8]=1. The yield is 0.0500.